This data is from Merck oncology drug combination screen with 23,052 pairs across 39 cell lines. The task is: Regression. Given two drug SMILES strings and cell line genomic features, predict the synergy score measuring deviation from expected non-interaction effect. (1) Drug 1: CC(=O)OC1C(=O)C2(C)C(O)CC3OCC3(OC(C)=O)C2C(OC(=O)c2ccccc2)C2(O)CC(OC(=O)C(O)C(NC(=O)c3ccccc3)c3ccccc3)C(C)=C1C2(C)C. Drug 2: N#Cc1ccc(Cn2cncc2CN2CCN(c3cccc(Cl)c3)C(=O)C2)cc1. Cell line: OV90. Synergy scores: synergy=24.5. (2) Drug 1: O=c1[nH]cc(F)c(=O)[nH]1. Drug 2: COC1CC2CCC(C)C(O)(O2)C(=O)C(=O)N2CCCCC2C(=O)OC(C(C)CC2CCC(OP(C)(C)=O)C(OC)C2)CC(=O)C(C)C=C(C)C(O)C(OC)C(=O)C(C)CC(C)C=CC=CC=C1C. Cell line: UWB1289. Synergy scores: synergy=25.2. (3) Drug 1: COC12C(COC(N)=O)C3=C(C(=O)C(C)=C(N)C3=O)N1CC1NC12. Drug 2: N#Cc1ccc(Cn2cncc2CN2CCN(c3cccc(Cl)c3)C(=O)C2)cc1. Cell line: OV90. Synergy scores: synergy=-27.3. (4) Drug 1: N#Cc1ccc(Cn2cncc2CN2CCN(c3cccc(Cl)c3)C(=O)C2)cc1. Drug 2: CCN(CC)CCNC(=O)c1c(C)[nH]c(C=C2C(=O)Nc3ccc(F)cc32)c1C. Cell line: OVCAR3. Synergy scores: synergy=0.484. (5) Drug 1: CC1CC2C3CCC4=CC(=O)C=CC4(C)C3(F)C(O)CC2(C)C1(O)C(=O)CO. Drug 2: N#Cc1ccc(Cn2cncc2CN2CCN(c3cccc(Cl)c3)C(=O)C2)cc1. Cell line: UWB1289BRCA1. Synergy scores: synergy=7.40. (6) Drug 1: C#Cc1cccc(Nc2ncnc3cc(OCCOC)c(OCCOC)cc23)c1. Drug 2: NC1CCCCC1N.O=C(O)C(=O)O.[Pt+2]. Cell line: T47D. Synergy scores: synergy=-9.29. (7) Drug 1: COC1=C2CC(C)CC(OC)C(O)C(C)C=C(C)C(OC(N)=O)C(OC)C=CC=C(C)C(=O)NC(=CC1=O)C2=O. Drug 2: Cn1c(=O)n(-c2ccc(C(C)(C)C#N)cc2)c2c3cc(-c4cnc5ccccc5c4)ccc3ncc21. Cell line: LOVO. Synergy scores: synergy=14.3.